This data is from Forward reaction prediction with 1.9M reactions from USPTO patents (1976-2016). The task is: Predict the product of the given reaction. (1) Given the reactants [CH3:1][C:2]1([CH3:22])[C:10]2=[CH:11][C:12]3[NH:13][C:14]4[C:19]([C:20]=3[CH:21]=[C:9]2[C:8]2[C:3]1=[CH:4][CH:5]=[CH:6][CH:7]=2)=[CH:18][CH:17]=[CH:16][CH:15]=4.Br[C:24]1[CH:25]=[CH:26][C:27]2[N:28]([C:37]3[CH:38]=[C:39]([C:49]4[CH:54]=[CH:53][CH:52]=[CH:51][CH:50]=4)[CH:40]=[C:41]([C:43]4[CH:48]=[CH:47][CH:46]=[CH:45][CH:44]=4)[CH:42]=3)[C:29]3[C:34]([C:35]=2[CH:36]=1)=[CH:33][CH:32]=[CH:31][CH:30]=3.P([O-])([O-])([O-])=O.[K+].[K+].[K+].ClCCl, predict the reaction product. The product is: [CH3:1][C:2]1([CH3:22])[C:10]2=[CH:11][C:12]3[N:13]([C:32]4[CH:31]=[CH:30][C:29]5[N:28]([C:37]6[CH:42]=[C:41]([C:43]7[CH:48]=[CH:47][CH:46]=[CH:45][CH:44]=7)[CH:40]=[C:39]([C:49]7[CH:50]=[CH:51][CH:52]=[CH:53][CH:54]=7)[CH:38]=6)[C:27]6[C:35]([C:34]=5[CH:33]=4)=[CH:36][CH:24]=[CH:25][CH:26]=6)[C:14]4[C:19]([C:20]=3[CH:21]=[C:9]2[C:8]2[C:3]1=[CH:4][CH:5]=[CH:6][CH:7]=2)=[CH:18][CH:17]=[CH:16][CH:15]=4. (2) Given the reactants C(OC(=O)[N:7]([CH:43]1[CH2:45][CH2:44]1)[CH2:8][CH:9]1[CH2:14][CH2:13][N:12]([C:15](=[O:42])[CH2:16][CH2:17][C:18]2[CH:23]=[CH:22][C:21]([C:24]([N:26]3[CH2:35][C:34]4[CH:33]=[N:32][N:31]([CH3:36])[C:30]=4[NH:29][C:28]4[CH:37]=[CH:38][CH:39]=[CH:40][C:27]3=4)=[O:25])=[CH:20][C:19]=2[CH3:41])[CH2:11][CH2:10]1)(C)(C)C.Cl, predict the reaction product. The product is: [CH:43]1([NH:7][CH2:8][CH:9]2[CH2:14][CH2:13][N:12]([C:15](=[O:42])[CH2:16][CH2:17][C:18]3[CH:23]=[CH:22][C:21]([C:24]([N:26]4[CH2:35][C:34]5[CH:33]=[N:32][N:31]([CH3:36])[C:30]=5[NH:29][C:28]5[CH:37]=[CH:38][CH:39]=[CH:40][C:27]4=5)=[O:25])=[CH:20][C:19]=3[CH3:41])[CH2:11][CH2:10]2)[CH2:44][CH2:45]1. (3) The product is: [CH:4]1([N:21]2[CH2:22][CH2:23][C:17]3[CH:16]=[C:15]([N+:12]([O-:14])=[O:13])[CH:25]=[CH:24][C:18]=3[CH2:19][CH2:20]2)[CH2:6][CH2:5]1. Given the reactants C(O[C:4]1(O[Si](C)(C)C)[CH2:6][CH2:5]1)C.[N+:12]([C:15]1[CH:25]=[CH:24][C:18]2[CH2:19][CH2:20][NH:21][CH2:22][CH2:23][C:17]=2[CH:16]=1)([O-:14])=[O:13].[BH3-]C#N.[Na+].C(O)(=O)C, predict the reaction product. (4) Given the reactants [F:1][C:2]1[CH:7]=[CH:6][C:5]([C:8]2[N:12]=[C:11]([NH2:13])[S:10][N:9]=2)=[CH:4][C:3]=1[C:14]([F:17])([F:16])[F:15].C[Al](C)C.C[O:23][C:24](=O)[C:25]1[CH:30]=[CH:29][C:28]([NH:31][C:32]2[CH:37]=[C:36]([N:38]3[CH2:41][CH2:40][CH2:39]3)[N:35]=[CH:34][N:33]=2)=[CH:27][CH:26]=1, predict the reaction product. The product is: [N:38]1([C:36]2[N:35]=[CH:34][N:33]=[C:32]([NH:31][C:28]3[CH:29]=[CH:30][C:25]([C:24]([NH:13][C:11]4[S:10][N:9]=[C:8]([C:5]5[CH:6]=[CH:7][C:2]([F:1])=[C:3]([C:14]([F:15])([F:16])[F:17])[CH:4]=5)[N:12]=4)=[O:23])=[CH:26][CH:27]=3)[CH:37]=2)[CH2:39][CH2:40][CH2:41]1. (5) Given the reactants [C:1]([N:9]1[CH2:22][CH2:21][C:20]2[C:19]3[C:18]([Br:23])=[CH:17][CH:16]=[CH:15][C:14]=3[NH:13][C:12]=2[CH2:11][CH2:10]1)(=[O:8])C1C=CC=CC=1.[OH-].[K+].C(O)CO.C(OC([O:32][C:33]([CH3:36])([CH3:35])[CH3:34])=O)([O:32][C:33]([CH3:36])([CH3:35])[CH3:34])=O, predict the reaction product. The product is: [C:33]([O:32][C:1]([N:9]1[CH2:22][CH2:21][C:20]2[C:19]3[C:18]([Br:23])=[CH:17][CH:16]=[CH:15][C:14]=3[NH:13][C:12]=2[CH2:11][CH2:10]1)=[O:8])([CH3:36])([CH3:35])[CH3:34]. (6) Given the reactants [OH:1][C:2]1[CH:15]=[CH:14][C:5]([C:6]([C:8]2[CH:13]=[CH:12][CH:11]=[CH:10][CH:9]=2)=[O:7])=[CH:4][CH:3]=1.[H-].[Na+].[C:18]([O:22][C:23]([N:25]1[CH2:29][CH2:28][CH2:27][C@@H:26]1[CH2:30]OS(C1C=CC(C)=CC=1)(=O)=O)=[O:24])([CH3:21])([CH3:20])[CH3:19], predict the reaction product. The product is: [C:18]([O:22][C:23]([N:25]1[CH2:29][CH2:28][CH2:27][C@@H:26]1[CH2:30][O:1][C:2]1[CH:3]=[CH:4][C:5]([C:6](=[O:7])[C:8]2[CH:13]=[CH:12][CH:11]=[CH:10][CH:9]=2)=[CH:14][CH:15]=1)=[O:24])([CH3:21])([CH3:19])[CH3:20]. (7) The product is: [CH2:14]([N:3]([CH2:1][CH3:2])[C:4](=[O:13])[C:5]1[CH:10]=[CH:9][C:8]([I:11])=[C:7]([O:12][CH2:23][CH2:24][O:25][CH3:26])[CH:6]=1)[CH3:15]. Given the reactants [CH2:1]([N:3]([CH2:14][CH3:15])[C:4](=[O:13])[C:5]1[CH:10]=[CH:9][C:8]([I:11])=[C:7]([OH:12])[CH:6]=1)[CH3:2].C(=O)([O-])[O-].[K+].[K+].Br[CH2:23][CH2:24][O:25][CH3:26], predict the reaction product.